From a dataset of Full USPTO retrosynthesis dataset with 1.9M reactions from patents (1976-2016). Predict the reactants needed to synthesize the given product. (1) Given the product [CH3:13][CH:14]([CH3:32])[CH2:15][CH2:16][NH:17][C:18]([C:20]1[N:21]=[N:22][C:23]([N:26]2[CH2:31][CH2:30][N:29]([C:8]([C:4]3[NH:5][CH:6]=[N:7][C:3]=3[C:2]([F:1])([F:12])[F:11])=[O:10])[CH2:28][CH2:27]2)=[CH:24][CH:25]=1)=[O:19], predict the reactants needed to synthesize it. The reactants are: [F:1][C:2]([F:12])([F:11])[C:3]1[N:7]=[CH:6][NH:5][C:4]=1[C:8]([OH:10])=O.[CH3:13][CH:14]([CH3:32])[CH2:15][CH2:16][NH:17][C:18]([C:20]1[N:21]=[N:22][C:23]([N:26]2[CH2:31][CH2:30][NH:29][CH2:28][CH2:27]2)=[CH:24][CH:25]=1)=[O:19]. (2) Given the product [CH:12]1([NH:11][S:8]([C:6]2[CH:7]=[C:2]([C:25]3[C:21]([CH3:20])=[N:22][O:23][C:24]=3[CH3:35])[CH:3]=[CH:4][C:5]=2[N+:17]([O-:19])=[O:18])(=[O:10])=[O:9])[CH2:16][CH2:15][CH2:14][CH2:13]1, predict the reactants needed to synthesize it. The reactants are: Br[C:2]1[CH:3]=[CH:4][C:5]([N+:17]([O-:19])=[O:18])=[C:6]([S:8]([NH:11][CH:12]2[CH2:16][CH2:15][CH2:14][CH2:13]2)(=[O:10])=[O:9])[CH:7]=1.[CH3:20][C:21]1[C:25](B2OC(C)(C)C(C)(C)O2)=[C:24]([CH3:35])[O:23][N:22]=1.ICCC.C(=O)([O-])[O-].[Cs+].[Cs+]. (3) Given the product [Br:1][C:2]1[CH:3]=[C:4]2[C:9](=[CH:10][CH:11]=1)[CH2:8][CH:7]([NH2:15])[CH2:6][CH2:5]2, predict the reactants needed to synthesize it. The reactants are: [Br:1][C:2]1[CH:3]=[C:4]2[C:9](=[CH:10][CH:11]=1)[CH2:8][C:7](=O)[CH2:6][CH2:5]2.[BH3-]C#[N:15].[Na+].Cl. (4) Given the product [F:1][C:2]1[CH:3]=[C:4]([C:44]([CH3:48])([CH3:47])[C:45]#[N:46])[CH:5]=[C:6]2[C:11]=1[C:10](=[O:12])[N:9]([C:13]1[CH:18]=[CH:17][CH:16]=[C:15]([C:19]3[CH:24]=[C:23]([NH:25][C:26]4[CH:31]=[CH:30][C:29]([C:32]([N:34]5[CH2:39][CH2:38][O:37][CH2:36][CH2:35]5)=[O:33])=[CH:28][N:27]=4)[C:22](=[O:40])[N:21]([CH3:41])[N:20]=3)[C:14]=1[CH2:42][OH:43])[CH:8]=[CH:7]2, predict the reactants needed to synthesize it. The reactants are: [F:1][C:2]1[CH:3]=[C:4]([C:44]([CH3:48])([CH3:47])[C:45]#[N:46])[CH:5]=[C:6]2[C:11]=1[C:10](=[O:12])[N:9]([C:13]1[CH:18]=[CH:17][CH:16]=[C:15]([C:19]3[CH:24]=[C:23]([NH:25][C:26]4[CH:31]=[CH:30][C:29]([C:32]([N:34]5[CH2:39][CH2:38][O:37][CH2:36][CH2:35]5)=[O:33])=[CH:28][N:27]=4)[C:22](=[O:40])[N:21]([CH3:41])[N:20]=3)[C:14]=1[CH:42]=[O:43])[CH:8]=[CH:7]2.[BH4-].[Na+]. (5) Given the product [Cl:1][C:2]1[CH:3]=[C:4]([CH2:31][C:32]([O:34][CH2:35][CH3:36])=[O:33])[CH:5]=[CH:6][C:7]=1[N:8]1[C:16](=[O:17])[C:15]2[C:14]([O:18][CH2:19][CH3:20])=[C:13]3[CH:21]=[CH:22][CH:23]=[CH:24][C:12]3=[C:11]([O:25][CH2:26][CH:27]([F:28])[F:29])[C:10]=2[CH:9]1[OH:30].[Cl:1][C:2]1[CH:3]=[C:4]([CH2:31][C:32]([O:34][CH2:35][CH3:36])=[O:33])[CH:5]=[CH:6][C:7]=1[N:8]1[CH:16]([OH:17])[C:15]2[C:14]([O:18][CH2:19][CH3:20])=[C:13]3[CH:21]=[CH:22][CH:23]=[CH:24][C:12]3=[C:11]([O:25][CH2:26][CH:27]([F:28])[F:29])[C:10]=2[C:9]1=[O:30], predict the reactants needed to synthesize it. The reactants are: [Cl:1][C:2]1[CH:3]=[C:4]([CH2:31][C:32]([O:34][CH2:35][CH3:36])=[O:33])[CH:5]=[CH:6][C:7]=1[N:8]1[C:16](=[O:17])[C:15]2[C:14]([O:18][CH2:19][CH3:20])=[C:13]3[CH:21]=[CH:22][CH:23]=[CH:24][C:12]3=[C:11]([O:25][CH2:26][CH:27]([F:29])[F:28])[C:10]=2[C:9]1=[O:30].[BH4-].[Na+]. (6) Given the product [CH2:6]([O:13][C:14]1[C:15]([CH2:24][CH:25]([C:27]2[CH:32]=[CH:31][CH:30]=[CH:29][CH:28]=2)[OH:26])=[CH:16][CH:17]=[C:18]2[C:23]=1[N:22]=[CH:21][CH:20]=[CH:19]2)[C:7]1[CH:8]=[CH:9][CH:10]=[CH:11][CH:12]=1, predict the reactants needed to synthesize it. The reactants are: I([O-])(=O)(=O)=O.[CH2:6]([O:13][C:14]1[C:15]([CH2:24][CH:25]=[O:26])=[CH:16][CH:17]=[C:18]2[C:23]=1[N:22]=[CH:21][CH:20]=[CH:19]2)[C:7]1[CH:12]=[CH:11][CH:10]=[CH:9][CH:8]=1.[C:27]1([Mg]Br)[CH:32]=[CH:31][CH:30]=[CH:29][CH:28]=1. (7) Given the product [CH:1]1([NH:4][C:5]([C:7]2[CH:12]=[C:11]([C:13]3[C:14]([C:27]([NH:67][C:66]4[CH:68]=[CH:69][C:70]([F:71])=[C:64]([F:63])[CH:65]=4)=[O:28])=[CH:15][C:16]([C:19]([NH:21][CH2:22][C:23]([CH3:24])([CH3:25])[CH3:26])=[O:20])=[CH:17][CH:18]=3)[C:10]([CH3:30])=[C:9]([F:31])[CH:8]=2)=[O:6])[CH2:2][CH2:3]1, predict the reactants needed to synthesize it. The reactants are: [CH:1]1([NH:4][C:5]([C:7]2[CH:8]=[C:9]([F:31])[C:10]([CH3:30])=[C:11]([C:13]3[C:14]([C:27](O)=[O:28])=[CH:15][C:16]([C:19]([NH:21][CH2:22][C:23]([CH3:26])([CH3:25])[CH3:24])=[O:20])=[CH:17][CH:18]=3)[CH:12]=2)=[O:6])[CH2:3][CH2:2]1.CN(C(ON1N=NC2C=CC=CC1=2)=[N+](C)C)C.F[P-](F)(F)(F)(F)F.CCN(CC)CC.[F:63][C:64]1[CH:65]=[C:66]([CH:68]=[CH:69][C:70]=1[F:71])[NH2:67]. (8) The reactants are: [CH2:1](N(CC)CC)C.[C:16](O[C:16]([O:18][C:19]([CH3:22])([CH3:21])[CH3:20])=[O:17])([O:18][C:19]([CH3:22])([CH3:21])[CH3:20])=[O:17].Cl.[NH2:24][C:25]1([C:31]([O:33][CH3:34])=[O:32])[CH2:30][CH2:29][O:28][CH2:27][CH2:26]1.Cl. Given the product [C:19]([O:18][C:16]([NH:24][C:25]1([C:31]([O:33][CH2:34][CH3:1])=[O:32])[CH2:26][CH2:27][O:28][CH2:29][CH2:30]1)=[O:17])([CH3:20])([CH3:21])[CH3:22], predict the reactants needed to synthesize it. (9) Given the product [CH3:3][C:4]1[C:8]2[CH:9]=[CH:10][C:11]([CH3:13])=[CH:12][C:7]=2[O:6][C:5]=1[C:14]([CH2:15][CH2:16][CH2:17][CH3:18])=[CH:4][C:5]([O:6][CH2:7][CH3:8])=[O:20], predict the reactants needed to synthesize it. The reactants are: [H-].[Na+].[CH3:3][C:4]1[C:8]2[CH:9]=[CH:10][C:11]([CH3:13])=[CH:12][C:7]=2[O:6][C:5]=1[C:14](=O)[CH2:15][CH2:16][CH2:17][CH3:18].[OH2:20]. (10) The reactants are: [OH:1][C:2]1[C:11]2[C:6](=[CH:7][CH:8]=[CH:9][CH:10]=2)[N:5]([CH3:12])[C:4](=[O:13])[C:3]=1[C:14]([O:16]CC)=O.[CH3:19][O:20][C:21]1[CH:34]=[C:33]([O:35][CH3:36])[CH:32]=[CH:31][C:22]=1[CH2:23][NH:24][C:25]1[CH:30]=[CH:29][CH:28]=[CH:27][CH:26]=1.N#N.CCO. Given the product [CH3:19][O:20][C:21]1[CH:34]=[C:33]([O:35][CH3:36])[CH:32]=[CH:31][C:22]=1[CH2:23][N:24]([C:25]1[CH:30]=[CH:29][CH:28]=[CH:27][CH:26]=1)[C:14]([C:3]1[C:4](=[O:13])[N:5]([CH3:12])[C:6]2[C:11]([C:2]=1[OH:1])=[CH:10][CH:9]=[CH:8][CH:7]=2)=[O:16], predict the reactants needed to synthesize it.